This data is from Full USPTO retrosynthesis dataset with 1.9M reactions from patents (1976-2016). The task is: Predict the reactants needed to synthesize the given product. Given the product [C:26]([O:29][C:30]([N:4]1[CH2:3][CH2:2][N:1]([C:7]2[CH:15]=[CH:14][CH:13]=[CH:12][C:8]=2[C:9]([OH:11])=[O:10])[CH2:6][CH2:5]1)=[O:31])([CH3:28])([CH3:27])[CH3:25], predict the reactants needed to synthesize it. The reactants are: [N:1]1([C:7]2[CH:15]=[CH:14][CH:13]=[CH:12][C:8]=2[C:9]([OH:11])=[O:10])[CH2:6][CH2:5][NH:4][CH2:3][CH2:2]1.C(N(C(C)C)CC)(C)C.[CH3:25][C:26]([O:29][C:30](O[C:30]([O:29][C:26]([CH3:28])([CH3:27])[CH3:25])=[O:31])=[O:31])([CH3:28])[CH3:27].[NH4+].[Cl-].